This data is from Full USPTO retrosynthesis dataset with 1.9M reactions from patents (1976-2016). The task is: Predict the reactants needed to synthesize the given product. (1) The reactants are: [C:1]([Si:5]([C:13]1[CH:18]=[CH:17][CH:16]=[CH:15][CH:14]=1)([C:7]1[CH:12]=[CH:11][CH:10]=[CH:9][CH:8]=1)Cl)([CH3:4])([CH3:3])[CH3:2].N1C=CN=C1.[Cl:24][CH2:25][CH:26]([OH:49])[CH2:27][CH:28]([C:40]1[CH:45]=[C:44]([F:46])[C:43]([F:47])=[C:42]([F:48])[CH:41]=1)[C:29]([NH:31][NH:32][C:33]([O:35][C:36]([CH3:39])([CH3:38])[CH3:37])=[O:34])=[O:30].[Cl-].[NH4+]. Given the product [Si:5]([O:49][CH:26]([CH2:25][Cl:24])[CH2:27][CH:28]([C:40]1[CH:45]=[C:44]([F:46])[C:43]([F:47])=[C:42]([F:48])[CH:41]=1)[C:29]([NH:31][NH:32][C:33]([O:35][C:36]([CH3:39])([CH3:38])[CH3:37])=[O:34])=[O:30])([C:1]([CH3:4])([CH3:3])[CH3:2])([C:13]1[CH:18]=[CH:17][CH:16]=[CH:15][CH:14]=1)[C:7]1[CH:12]=[CH:11][CH:10]=[CH:9][CH:8]=1, predict the reactants needed to synthesize it. (2) Given the product [N:1]1([CH2:5][C:6]2[N:10]([CH3:11])[N:9]=[C:8]([NH2:12])[CH:7]=2)[CH2:4][CH2:3][CH2:2]1, predict the reactants needed to synthesize it. The reactants are: [N:1]1([CH2:5][C:6]2[N:10]([CH3:11])[N:9]=[C:8]([N+:12]([O-])=O)[CH:7]=2)[CH2:4][CH2:3][CH2:2]1. (3) The reactants are: [NH2:1][C:2]1[C:6]2[C:7]([Cl:13])=[C:8]([O:11][CH3:12])[CH:9]=[CH:10][C:5]=2[O:4][C:3]=1[C:14](=[O:25])[CH:15]=[CH:16][C:17]1[N:18]=[C:19]([CH:22]([CH3:24])[CH3:23])[S:20][CH:21]=1.O. Given the product [Cl:13][C:7]1[C:6]2[C:2]3[NH:1][CH:16]([C:17]4[N:18]=[C:19]([CH:22]([CH3:23])[CH3:24])[S:20][CH:21]=4)[CH2:15][C:14](=[O:25])[C:3]=3[O:4][C:5]=2[CH:10]=[CH:9][C:8]=1[O:11][CH3:12], predict the reactants needed to synthesize it. (4) Given the product [Cl:1][C:2]1[CH:11]=[CH:10][C:9]([O:12][CH2:13][CH2:14][CH2:15][C:16]([F:17])([F:18])[F:19])=[CH:8][C:3]=1[C:4]([OH:6])=[O:5], predict the reactants needed to synthesize it. The reactants are: [Cl:1][C:2]1[CH:11]=[CH:10][C:9]([O:12][CH2:13][CH2:14][CH2:15][C:16]([F:19])([F:18])[F:17])=[CH:8][C:3]=1[C:4]([O:6]C)=[O:5].[OH-].[Li+].Cl. (5) Given the product [OH:17][C:15]1([C:31]([F:33])([F:32])[F:30])[CH2:16][CH:13]([C:11]2[O:10][N:9]=[C:8]([C:5]3[CH:6]=[CH:7][C:2]([CH3:1])=[C:3]([NH:18][C:19]([C:21]4[N:25]5[CH:26]=[CH:27][CH:28]=[CH:29][C:24]5=[N:23][CH:22]=4)=[O:20])[CH:4]=3)[N:12]=2)[CH2:14]1, predict the reactants needed to synthesize it. The reactants are: [CH3:1][C:2]1[CH:7]=[CH:6][C:5]([C:8]2[N:12]=[C:11]([CH:13]3[CH2:16][C:15](=[O:17])[CH2:14]3)[O:10][N:9]=2)=[CH:4][C:3]=1[NH:18][C:19]([C:21]1[N:25]2[CH:26]=[CH:27][CH:28]=[CH:29][C:24]2=[N:23][CH:22]=1)=[O:20].[F:30][C:31]([Si](C)(C)C)([F:33])[F:32].CCCC[N+](CCCC)(CCCC)CCCC.[F-]. (6) Given the product [CH3:22][S:18]([C:10]1[N:9]=[C:8]([C:7]2[C:2]([CH3:1])=[N:3][CH:4]=[CH:5][CH:6]=2)[CH:13]=[CH:12][N:11]=1)(=[O:20])=[O:17], predict the reactants needed to synthesize it. The reactants are: [CH3:1][C:2]1[C:7]([C:8]2[CH:13]=[CH:12][N:11]=[C:10](SC)[N:9]=2)=[CH:6][CH:5]=[CH:4][N:3]=1.O[O:17][S:18]([O-:20])=O.[K+].[C:22]([O-])(O)=O.[Na+]. (7) Given the product [CH2:1]([C:3]1[CH:8]=[CH:7][C:6]([C:9](=[O:12])[CH:10]([CH3:11])[C:25](=[O:26])[C:24]([F:23])([F:32])[F:33])=[CH:5][CH:4]=1)[CH3:2], predict the reactants needed to synthesize it. The reactants are: [CH2:1]([C:3]1[CH:8]=[CH:7][C:6]([C:9](=[O:12])[CH2:10][CH3:11])=[CH:5][CH:4]=1)[CH3:2].[Li+].C[Si]([N-][Si](C)(C)C)(C)C.[F:23][C:24]([F:33])([F:32])[C:25](N1C=CN=C1)=[O:26].